This data is from Reaction yield outcomes from USPTO patents with 853,638 reactions. The task is: Predict the reaction yield, written as a fraction of the theoretical maximum amount of product (1.0 means a 100% yield; for example, 0.34 means a 34% yield). (1) The catalyst is [Pd]. The reactants are CO[C:3]1[CH:4]=[C:5]([CH:9]=[CH:10][C:11]=1[N+:12]([O-])=O)[N:6]([CH3:8])[CH3:7].[C:15](OCC)(=[O:17])C. The yield is 0.940. The product is [CH3:15][O:17][C:4]1[CH:3]=[C:11]([NH2:12])[CH:10]=[CH:9][C:5]=1[N:6]([CH3:7])[CH3:8]. (2) The reactants are [Na].[O-]CC.[Na+].Cl.[C:7]([NH2:10])(=[NH:9])[CH3:8].[C:11]([OH:19])(=[O:18])/[C:12](=[C:14](\[CH:16]=O)/[Br:15])/Br. The catalyst is C(O)C. The product is [Br:15][C:14]1[C:12]([C:11]([OH:19])=[O:18])=[N:9][C:7]([CH3:8])=[N:10][CH:16]=1. The yield is 0.420. (3) The product is [CH3:6][S:5][CH2:4][CH2:3][C@@H:2]1[CH2:7][O:8][C:9]([C:10]2[CH:15]=[CH:14][CH:13]=[CH:12][CH:11]=2)=[N:1]1. The catalyst is [Br-].[Zn+2].[Br-]. The yield is 0.486. The reactants are [NH2:1][C@@H:2]([CH2:7][OH:8])[CH2:3][CH2:4][S:5][CH3:6].[C:9](#N)[C:10]1[CH:15]=[CH:14][CH:13]=[CH:12][CH:11]=1.